This data is from Experimentally validated miRNA-target interactions with 360,000+ pairs, plus equal number of negative samples. The task is: Binary Classification. Given a miRNA mature sequence and a target amino acid sequence, predict their likelihood of interaction. (1) The miRNA is hsa-miR-197-5p with sequence CGGGUAGAGAGGGCAGUGGGAGG. The protein sequence of the target gene is MYSSPLCLTQDEFHPFIEALLPHVRAFAYTWFNLQARKRKYFKKHEKRMSKDEERAVKDELLGEKPEVKQKWASRLLAKLRKDIRPECREDFVLSITGKKAPGCVLSNPDQKGKMRRIDCLRQADKVWRLDLVMVILFKGIPLESTDGERLVKAAQCGHPVLCVQPHHIGVAVKELDLYLAYFVRERDAEQSGSPRTGMGSDQEDSKPITLDTTDFQESFVTSGVFSVTELIQVSRTPVVTGTGPNFSLGELQGHLAYDLNPASTGLRRTLPSTSSSGSKRHKSGSMEEDVDTSPGGDYY.... Result: 1 (interaction). (2) The miRNA is hsa-miR-4521 with sequence GCUAAGGAAGUCCUGUGCUCAG. The protein sequence of the target gene is MSRSGTDPQQRQQASEADAAAATFRANDHQHIRYNPLQDEWVLVSAHRMKRPWQGQVEPQLLKTVPRHDPLNPLCPGAIRANGEVNPQYDSTFLFDNDFPALQPDAPSPGPSDHPLFQAKSARGVCKVMCFHPWSDVTLPLMSVPEIRAVVDAWASVTEELGAQYPWVQIFENKGAMMGCSNPHPHCQVWASSFLPDIAQREERSQQAYKSQHGEPLLMEYSRQELLRKERLVLTSEHWLVLVPFWATWPYQTLLLPRRHVRRLPELTPAERDDLASIMKKLLTKYDNLFETSFPYSMGW.... Result: 0 (no interaction). (3) The miRNA is rno-miR-192-5p with sequence CUGACCUAUGAAUUGACAGCC. The protein sequence of the target gene is MAKSKNHTTHNQSRKWHRNGIKKPRSQRYESLKGVDPKFLRNMRFAKKHNKKGLKKMQANNAKAMSARAEAIKALVKPKEVKPKIPKGVSRKLDRLAYIAHPKLGKRARARIAKGLRLCRPKAKAKAKAKDQTKAQAAAPASVPAQAPKRTQAPTKASE. Result: 0 (no interaction). (4) The miRNA is hsa-miR-4728-3p with sequence CAUGCUGACCUCCCUCCUGCCCCAG. The protein sequence of the target gene is MRLKVGFQGGGCFRKDALCLEGGVSARWARAPHSAPLRPPRELHAAPPPATPTQTVVRPAGFPRRTRLMVRSAPPTQRPPTGSGCVSGLWRKGLGLRPQTLLRVGSVVLSSAPALRPRLGPCLRPPPSD. Result: 0 (no interaction). (5) The miRNA is hsa-miR-146a-5p with sequence UGAGAACUGAAUUCCAUGGGUU. The protein sequence of the target gene is MSYVFVNDSSQTNVPLLQACIDGDFTYSKRLLESGFDPNIRDSRGRTGLHLAAARGNVDICQLLHKFGADPLATDYQGNTALHLCGHVDTIQFLVSNGLKIDICNHQGATPLVLAKRRGVNKDVIRLLESLEEQEVKGFNRGAHSKLETMQTAESESAMESHSLLNPNLQQGEGVLSSFRTTWQEFVEDLGFWRVLLLILVIALLSLGIAYYVSGVLPFVDNQPELVH. Result: 0 (no interaction). (6) The miRNA is mmu-miR-367-3p with sequence AAUUGCACUUUAGCAAUGGUGA. The protein sequence of the target gene is MNLDSLSLALSQISYLVDNLTKKNYRASQQEIQHIVNRHGPEADRHLLRCLFSHVDFSGDGKSSGKDFHQTQFLIQECASLITKPNFISTLSYAIDNPLHYQKSLKPAPHLFAQLSKVLKLSKVQEVIFGLALLNSSSPDLRGFAAQFIKQKLPDLLRSYIDADVSGNQEGGFQDIAIEVLHLLLSHLLFGQKGAFGVGQEQIDAFLKTLRRDFPQERCPVVLAPLLYPEKRDILMDRILPDSGGVAKTMMESSLADFMQEVGYGFCASIEECRNIIMQFGVREVTAAQVARVLGMMART.... Result: 0 (no interaction). (7) The miRNA is hsa-miR-6787-5p with sequence UGGCGGGGGUAGAGCUGGCUGC. The protein sequence of the target gene is MAEGDEAARGQQPHQGLWRRRRTSDPSAAVNHVSSTTSLGENYEDDDLVNSDEVMKKPCPVQIVLAHEDDHNFELDEEALEQILLQEHIRDLNIVVVSVAGAFRKGKSFLLDFMLRYMYNKDSQSWIGGNNEPLTGFTWRGGCERETTGIQVWNEVFVIDRPNGTKVAVLLMDTQGAFDSQSTIKDCATVFALSTMTSSVQVYNLSQNIQEDDLQHLQLFTEYGRLAMEEIYQKPFQTLMFLIRDWSYPYEHSYGLEGGKQFLEKRLQVKQNQHEELQNVRKHIHNCFSNLGCFLLPHPG.... Result: 1 (interaction). (8) The miRNA is hsa-miR-1285-3p with sequence UCUGGGCAACAAAGUGAGACCU. The protein sequence of the target gene is MRAAGVGLVDCHCHLSAPDFDRDLDDVLEKAKKANVVALVAVAEHSGEFEKIMQLSERYNGFVLPCLGVHPVQGLPPEDQRSVTLKDLDVALPIIENYKDRLLAIGEVGLDFSPRFAGTGEQKEEQRQVLIRQIQLAKRLNLPVNVHSRSAGRPTINLLQEQGAEKVLLHAFDGRPSVAMEGVRAGYFFSIPPSIIRSGQKQKLVKQLPLTSICLETDSPALGPEKQVRNEPWNISISAEYIAQVKGISVEEVIEVTTQNALKLFPKLRHLLQK. Result: 1 (interaction). (9) The miRNA is hsa-miR-96-5p with sequence UUUGGCACUAGCACAUUUUUGCU. The protein sequence of the target gene is MSHSRHRAEAPPLQREDSGTFSLGKMITAKPGKTPIQVLHEYGMKTKNIPVYECERSDVQVHVPTFTFRVTVGDITCTGEGTSKKLAKHRAAEAAINILKANASICFAVPDPLMPDPSKQPKNQLNPIGSLQELAIHHGWRLPEYTLSQEGGPAHKREYTTICRLESFMETGKGASKKQAKRNAAEKFLAKFSNISPENHISLTNVVGHSLGCTWHSLRNSPGEKINLLKRSLLSLPNTDYIQLLSEIASEQGFNITYLDIEELSANGQYQCLAELSTSPITVCHGSGISCGNAQSDAAH.... Result: 0 (no interaction).